Predict the reactants needed to synthesize the given product. From a dataset of Full USPTO retrosynthesis dataset with 1.9M reactions from patents (1976-2016). (1) Given the product [C:1]([O:5][C:6]([NH:8][C@@H:9]([CH2:13][C:14]1[CH:19]=[CH:18][CH:17]=[CH:16][N:15]=1)[C:10]([NH:39][CH2:40][C:41]([C:43]1[CH:44]=[CH:45][C:46]([N:49]2[CH:53]=[CH:52][N:51]=[C:50]2[CH3:54])=[CH:47][CH:48]=1)=[O:42])=[O:12])=[O:7])([CH3:2])([CH3:3])[CH3:4], predict the reactants needed to synthesize it. The reactants are: [C:1]([O:5][C:6]([NH:8][C@@H:9]([CH2:13][C:14]1[CH:19]=[CH:18][CH:17]=[CH:16][N:15]=1)[C:10]([OH:12])=O)=[O:7])([CH3:4])([CH3:3])[CH3:2].C1(P(N=[N+]=[N-])(C2C=CC=CC=2)=O)C=CC=CC=1.Cl.Cl.[NH2:39][CH2:40][C:41]([C:43]1[CH:48]=[CH:47][C:46]([N:49]2[CH:53]=[CH:52][N:51]=[C:50]2[CH3:54])=[CH:45][CH:44]=1)=[O:42].C(N(C(C)C)CC)(C)C. (2) Given the product [OH:1][C:2]1[CH:3]=[C:4]([C:9]([C@@H:11]2[C@:20]3([CH3:21])[CH:15]([C:16]([CH3:23])([CH3:22])[CH2:17][CH2:18][CH2:19]3)[CH2:14][CH:13]([OH:24])[C@@H:12]2[CH3:25])=[O:10])[CH:5]=[C:6]([CH3:8])[CH:7]=1, predict the reactants needed to synthesize it. The reactants are: [OH:1][C:2]1[CH:3]=[C:4]([C:9]([C@@H:11]2[C@:20]3([CH3:21])[C@H:15]([C:16]([CH3:23])([CH3:22])[CH2:17][CH2:18][CH2:19]3)[CH2:14][C:13](=[O:24])[C@H:12]2[CH3:25])=[O:10])[CH:5]=[C:6]([CH3:8])[CH:7]=1.[Li+].[B-](CC)(CC)CC. (3) Given the product [Br:1][C:2]1[C:7]([C:8]([O:10][C:15]([CH3:18])([CH3:17])[CH3:16])=[O:9])=[CH:6][C:5]([Cl:11])=[N:4][CH:3]=1, predict the reactants needed to synthesize it. The reactants are: [Br:1][C:2]1[C:7]([C:8]([OH:10])=[O:9])=[CH:6][C:5]([Cl:11])=[N:4][CH:3]=1.C(OC(O[C:15]([CH3:18])([CH3:17])[CH3:16])=O)(O[C:15]([CH3:18])([CH3:17])[CH3:16])=O. (4) Given the product [C:14]([Si:11]([CH3:13])([CH3:12])[N:8]1[C:5]2=[N:6][CH:7]=[C:2]([C:28]([OH:30])=[O:29])[CH:3]=[C:4]2[CH2:10][CH2:9]1)([CH3:17])([CH3:16])[CH3:15], predict the reactants needed to synthesize it. The reactants are: Br[C:2]1[CH:3]=[C:4]2[CH2:10][CH2:9][N:8]([Si:11]([C:14]([CH3:17])([CH3:16])[CH3:15])([CH3:13])[CH3:12])[C:5]2=[N:6][CH:7]=1.C([Li])(C)(C)C.CCCCC.[C:28](=[O:30])=[O:29]. (5) The reactants are: [NH2:1][C:2]1[CH:7]=[CH:6][CH:5]=[CH:4][C:3]=1[CH:8]([NH:24][C:25]1[CH:30]=[CH:29][CH:28]=[CH:27][N:26]=1)[CH:9]([C:18]1[CH:23]=[CH:22][CH:21]=[CH:20][N:19]=1)[CH:10]([C:12]1[CH:17]=[CH:16][CH:15]=[CH:14][CH:13]=1)[OH:11].[C:31](O)(=[O:39])[CH2:32][CH2:33][CH2:34][CH2:35][C:36]([OH:38])=[O:37].C1(N=C=NC2CCCCC2)CCCCC1.N1(O)C2C=CC=CC=2N=N1. Given the product [OH:11][CH:10]([C:12]1[CH:17]=[CH:16][CH:15]=[CH:14][CH:13]=1)[CH:9]([C:18]1[CH:23]=[CH:22][CH:21]=[CH:20][N:19]=1)[CH:8]([C:3]1[CH:4]=[CH:5][CH:6]=[CH:7][C:2]=1[NH:1][C:31]([CH2:32][CH2:33][CH2:34][CH2:35][C:36]([OH:38])=[O:37])=[O:39])[NH:24][C:25]1[CH:30]=[CH:29][CH:28]=[CH:27][N:26]=1, predict the reactants needed to synthesize it.